This data is from Full USPTO retrosynthesis dataset with 1.9M reactions from patents (1976-2016). The task is: Predict the reactants needed to synthesize the given product. (1) Given the product [C:2]([C:3]1[CH:4]=[C:5]([NH2:6])[N:10]([C:12]2[CH:17]=[CH:16][CH:15]=[CH:14][N:13]=2)[N:11]=1)([CH3:9])([CH3:8])[CH3:1], predict the reactants needed to synthesize it. The reactants are: [CH3:1][C:2]([CH3:9])([CH3:8])[C:3](=O)[CH2:4][C:5]#[N:6].[NH:10]([C:12]1[CH:17]=[CH:16][CH:15]=[CH:14][N:13]=1)[NH2:11]. (2) Given the product [F:1][C:2]1[CH:33]=[CH:32][C:5]([CH2:6][N:7]2[C:11]3[C:12](=[O:27])[N:13]([CH3:26])[C:14]([C:23]([Cl:37])=[O:24])=[C:15]([C:16]4[CH:21]=[CH:20][C:19]([CH3:22])=[CH:18][CH:17]=4)[C:10]=3[C:9]3[CH2:28][O:29][CH2:30][CH2:31][C:8]2=3)=[CH:4][CH:3]=1, predict the reactants needed to synthesize it. The reactants are: [F:1][C:2]1[CH:33]=[CH:32][C:5]([CH2:6][N:7]2[C:11]3[C:12](=[O:27])[N:13]([CH3:26])[C:14]([C:23](O)=[O:24])=[C:15]([C:16]4[CH:21]=[CH:20][C:19]([CH3:22])=[CH:18][CH:17]=4)[C:10]=3[C:9]3[CH2:28][O:29][CH2:30][CH2:31][C:8]2=3)=[CH:4][CH:3]=1.C(Cl)(=O)C([Cl:37])=O. (3) Given the product [OH:13][CH2:12][CH2:11][CH2:10][CH2:9][NH:8][CH2:14][C:15]1[C:19]2[N:20]=[CH:21][NH:22][C:23](=[O:24])[C:18]=2[NH:17][CH:16]=1, predict the reactants needed to synthesize it. The reactants are: C([N:8]([CH2:14][C:15]1[C:19]2[N:20]=[CH:21][NH:22][C:23](=[O:24])[C:18]=2[NH:17][CH:16]=1)[CH2:9][CH2:10][CH2:11][CH2:12][OH:13])C1C=CC=CC=1. (4) Given the product [CH3:55][C:56]1[CH:57]=[N:58][C:59]2[N:60]([N:62]=[CH:63][C:64]=2[C:65]([N:15]2[CH2:16][CH2:17][N:12]([S:9]([C:6]3[CH:5]=[CH:4][C:3]([C:2]([F:1])([F:18])[F:19])=[CH:8][CH:7]=3)(=[O:10])=[O:11])[CH2:13][CH2:14]2)=[O:66])[CH:61]=1, predict the reactants needed to synthesize it. The reactants are: [F:1][C:2]([F:19])([F:18])[C:3]1[CH:8]=[CH:7][C:6]([S:9]([N:12]2[CH2:17][CH2:16][NH:15][CH2:14][CH2:13]2)(=[O:11])=[O:10])=[CH:5][CH:4]=1.C1C=CC2N(O)N=NC=2C=1.O.CN(C(ON1N=NC2C=CC=CC1=2)=[N+](C)C)C.F[P-](F)(F)(F)(F)F.[CH3:55][C:56]1[CH:57]=[N:58][C:59]2[N:60]([N:62]=[CH:63][C:64]=2[C:65](O)=[O:66])[CH:61]=1.CCN(C(C)C)C(C)C.